Dataset: Catalyst prediction with 721,799 reactions and 888 catalyst types from USPTO. Task: Predict which catalyst facilitates the given reaction. Reactant: C(O)(=O)C.[CH3:5][CH2:6][CH2:7][C:8]1[N:12]([CH2:13][C:14]2[CH:19]=[CH:18][C:17]([C:20]3[C:25]([C:26]4[N:30](C(C5C=CC=CC=5)(C5C=CC=CC=5)C5C=CC=CC=5)[N:29]=[N:28][N:27]=4)=[CH:24][CH:23]=[CH:22][CH:21]=3)=[CH:16][CH:15]=2)[C:11]([C:50]([O:52][CH2:53][C:54]2[O:59][C:57](=[O:58])[O:56][C:55]=2[CH3:60])=[O:51])=[C:10]([C:61]([OH:64])([CH3:63])[CH3:62])[N:9]=1. Product: [CH3:5][CH2:6][CH2:7][C:8]1[N:12]([CH2:13][C:14]2[CH:15]=[CH:16][C:17]([C:20]3[CH:21]=[CH:22][CH:23]=[CH:24][C:25]=3[C:26]3[NH:30][N:29]=[N:28][N:27]=3)=[CH:18][CH:19]=2)[C:11]([C:50]([O:52][CH2:53][C:54]2[O:59][C:57](=[O:58])[O:56][C:55]=2[CH3:60])=[O:51])=[C:10]([C:61]([OH:64])([CH3:63])[CH3:62])[N:9]=1. The catalyst class is: 21.